Dataset: CYP2C9 inhibition data for predicting drug metabolism from PubChem BioAssay. Task: Regression/Classification. Given a drug SMILES string, predict its absorption, distribution, metabolism, or excretion properties. Task type varies by dataset: regression for continuous measurements (e.g., permeability, clearance, half-life) or binary classification for categorical outcomes (e.g., BBB penetration, CYP inhibition). Dataset: cyp2c9_veith. The compound is O=C(c1ccco1)N1CCC2(CC1)CN(Cc1cc(C(F)(F)F)cc(C(F)(F)F)c1)C2. The result is 0 (non-inhibitor).